From a dataset of Forward reaction prediction with 1.9M reactions from USPTO patents (1976-2016). Predict the product of the given reaction. (1) Given the reactants [Br:1][C:2]1[CH:3]=[C:4]([NH:8][C@H:9]([C:12]2[CH:17]=[CH:16][CH:15]=[CH:14][CH:13]=2)[CH2:10][NH2:11])[CH:5]=[N:6][CH:7]=1.[CH:18]1([C:24](Cl)=[O:25])[CH2:23][CH2:22][CH2:21][CH2:20][CH2:19]1, predict the reaction product. The product is: [Br:1][C:2]1[CH:3]=[C:4]([NH:8][C@H:9]([C:12]2[CH:17]=[CH:16][CH:15]=[CH:14][CH:13]=2)[CH2:10][NH:11][C:24]([CH:18]2[CH2:23][CH2:22][CH2:21][CH2:20][CH2:19]2)=[O:25])[CH:5]=[N:6][CH:7]=1. (2) Given the reactants [NH2:1][C@@H:2]([CH2:33][C:34]1[CH:39]=[CH:38][CH:37]=[CH:36][CH:35]=1)[C@@H:3]([OH:32])[CH2:4][C@@H:5]([NH:19][C:20]([C@@H:22]([NH:27][C:28](=[O:31])[O:29][CH3:30])[C:23]([CH3:26])([CH3:25])[CH3:24])=[O:21])[CH2:6][C:7]1[CH:12]=[CH:11][C:10]([C:13]2[CH:18]=[CH:17][CH:16]=[CH:15][N:14]=2)=[CH:9][CH:8]=1.[OH:40][C@@H:41]([C:45]([CH3:48])([CH3:47])[CH3:46])[C:42](O)=[O:43].CCOP(ON1N=NC2C=CC=CC=2C1=O)(OCC)=O.C(N(CC)C(C)C)(C)C, predict the reaction product. The product is: [OH:32][C@H:3]([C@@H:2]([NH:1][C:42](=[O:43])[C@@H:41]([OH:40])[C:45]([CH3:48])([CH3:47])[CH3:46])[CH2:33][C:34]1[CH:35]=[CH:36][CH:37]=[CH:38][CH:39]=1)[CH2:4][C@@H:5]([NH:19][C:20]([C@@H:22]([NH:27][C:28](=[O:31])[O:29][CH3:30])[C:23]([CH3:26])([CH3:25])[CH3:24])=[O:21])[CH2:6][C:7]1[CH:12]=[CH:11][C:10]([C:13]2[CH:18]=[CH:17][CH:16]=[CH:15][N:14]=2)=[CH:9][CH:8]=1.